Dataset: Full USPTO retrosynthesis dataset with 1.9M reactions from patents (1976-2016). Task: Predict the reactants needed to synthesize the given product. (1) Given the product [CH:1]1([N:5]2[CH2:6][CH2:7][CH:8]([CH2:11][CH:12]3[CH2:17][CH2:16][N:15]([C:19]4[CH:20]=[CH:21][C:22]([C:25]([O:27][C:28]([CH3:31])([CH3:30])[CH3:29])=[O:26])=[N:23][CH:24]=4)[CH2:14][CH2:13]3)[CH2:9][CH2:10]2)[CH2:4][CH2:3][CH2:2]1, predict the reactants needed to synthesize it. The reactants are: [CH:1]1([N:5]2[CH2:10][CH2:9][CH:8]([CH2:11][CH:12]3[CH2:17][CH2:16][NH:15][CH2:14][CH2:13]3)[CH2:7][CH2:6]2)[CH2:4][CH2:3][CH2:2]1.Br[C:19]1[CH:20]=[CH:21][C:22]([C:25]([O:27][C:28]([CH3:31])([CH3:30])[CH3:29])=[O:26])=[N:23][CH:24]=1.C1C=CC(P(C2C(C3C(P(C4C=CC=CC=4)C4C=CC=CC=4)=CC=C4C=3C=CC=C4)=C3C(C=CC=C3)=CC=2)C2C=CC=CC=2)=CC=1.C([O-])([O-])=O.[Cs+].[Cs+]. (2) Given the product [O:1]([C:2]1[CH:3]=[C:4]2[C:8](=[CH:9][CH:10]=1)[C:7](=[O:11])[CH2:6][CH2:5]2)[C:12]1[CH:17]=[CH:16][CH:15]=[CH:14][CH:13]=1, predict the reactants needed to synthesize it. The reactants are: [OH:1][C:2]1[CH:3]=[C:4]2[C:8](=[CH:9][CH:10]=1)[C:7](=[O:11])[CH2:6][CH2:5]2.[C:12]1(B(O)O)[CH:17]=[CH:16][CH:15]=[CH:14][CH:13]=1.N1C=CC=CC=1. (3) The reactants are: CON(C)[C:4]([CH:6]1[CH2:11][CH2:10][CH:9]([C:12]([F:15])([F:14])[F:13])[O:8][CH2:7]1)=[O:5].[H-].[H-].[H-].[H-].[Li+].[Al+3]. Given the product [F:14][C:12]([F:13])([F:15])[CH:9]1[O:8][CH2:7][CH:6]([CH:4]=[O:5])[CH2:11][CH2:10]1, predict the reactants needed to synthesize it. (4) Given the product [O:1]=[C:2]1[C:7]2[CH:8]=[CH:9][CH:10]=[CH:11][C:6]=2[S:5][C:4]([C:12]2[CH:17]=[C:16](/[CH:18]=[CH:19]/[C:20]([OH:22])=[O:21])[CH:15]=[CH:14][N:13]=2)=[N:3]1, predict the reactants needed to synthesize it. The reactants are: [O:1]=[C:2]1[C:7]2[CH:8]=[CH:9][CH:10]=[CH:11][C:6]=2[S:5][C:4]([C:12]2[CH:17]=[C:16](/[CH:18]=[CH:19]/[C:20]([O:22]C(C)(C)C)=[O:21])[CH:15]=[CH:14][N:13]=2)=[N:3]1.C(OC(C)C)(C)C.